The task is: Predict which catalyst facilitates the given reaction.. This data is from Catalyst prediction with 721,799 reactions and 888 catalyst types from USPTO. Product: [C:14]([OH:16])(=[O:15])[C:1]([OH:3])=[O:2].[NH2:5][C@H:8]1[CH2:13][CH2:12][C@H:11]([C:14]([O:16][CH2:17][CH3:18])=[O:15])[CH2:10][C@H:9]1[NH:19][C:20]([O:22][C:23]([CH3:24])([CH3:26])[CH3:25])=[O:21]. The catalyst class is: 29. Reactant: [CH:1]([O-:3])=[O:2].[NH4+].[N:5]([C@H:8]1[CH2:13][CH2:12][C@H:11]([C:14]([O:16][CH2:17][CH3:18])=[O:15])[CH2:10][C@H:9]1[NH:19][C:20]([O:22][C:23]([CH3:26])([CH3:25])[CH3:24])=[O:21])=[N+]=[N-].